This data is from Reaction yield outcomes from USPTO patents with 853,638 reactions. The task is: Predict the reaction yield, written as a fraction of the theoretical maximum amount of product (1.0 means a 100% yield; for example, 0.34 means a 34% yield). (1) The reactants are [N:1]1[CH:6]=[CH:5][CH:4]=[CH:3][C:2]=1[N:7]1[C:11]([NH2:12])=[CH:10][CH:9]=[N:8]1.I[C:14]1[CH:22]=[CH:21][CH:20]=[CH:19][C:15]=1[C:16]([OH:18])=[O:17].C(=O)([O-])[O-].[K+].[K+].O. The catalyst is CN(C)C=O.C([O-])(=O)C.[Cu+2].C([O-])(=O)C.C(O)(=O)C. The product is [N:1]1[CH:6]=[CH:5][CH:4]=[CH:3][C:2]=1[N:7]1[C:11]([NH:12][C:14]2[CH:22]=[CH:21][CH:20]=[CH:19][C:15]=2[C:16]([OH:18])=[O:17])=[CH:10][CH:9]=[N:8]1. The yield is 0.900. (2) The reactants are [CH:1]1([C:4]2[CH:5]=[C:6]([NH2:9])[NH:7][N:8]=2)[CH2:3][CH2:2]1.[Cl:10][C:11]1[N:16]=[C:15](Cl)[N:14]=[C:13]([Cl:18])[N:12]=1. The catalyst is C1COCC1. The product is [CH:1]1([C:4]2[CH:5]=[C:6]([NH:9][C:15]3[N:14]=[C:13]([Cl:18])[N:12]=[C:11]([Cl:10])[N:16]=3)[NH:7][N:8]=2)[CH2:3][CH2:2]1. The yield is 0.504. (3) The reactants are [N:1]1([C@H:7]2[CH2:10][C@H:9]([C:11]3[S:12][C:13]4[CH:19]=[C:18]([C:20]5[CH:21]=[N:22][NH:23][CH:24]=5)[CH:17]=[CH:16][C:14]=4[N:15]=3)[CH2:8]2)[CH2:6][CH2:5][CH2:4][CH2:3][CH2:2]1.[H-].[Na+].I[CH3:28]. The catalyst is CN(C=O)C. The product is [CH3:28][N:23]1[CH:24]=[C:20]([C:18]2[CH:17]=[CH:16][C:14]3[N:15]=[C:11]([C@H:9]4[CH2:8][C@H:7]([N:1]5[CH2:6][CH2:5][CH2:4][CH2:3][CH2:2]5)[CH2:10]4)[S:12][C:13]=3[CH:19]=2)[CH:21]=[N:22]1. The yield is 0.676. (4) The reactants are Cl[CH2:2][CH2:3][O:4][C:5]1[CH:6]=[C:7]2[C:12](=[CH:13][C:14]=1[O:15][CH3:16])[N:11]=[C:10]([C:17]1[CH:22]=[CH:21][CH:20]=[C:19]([C:23]3[CH:28]=[CH:27][CH:26]=[CH:25][CH:24]=3)[CH:18]=1)[N:9]=[C:8]2[NH:29][C:30]1[CH:31]=[C:32]2[C:36](=[CH:37][CH:38]=1)[N:35](C(OC(C)(C)C)=O)[N:34]=[CH:33]2.[NH:46]1[CH2:51][CH2:50][O:49][CH2:48][CH2:47]1. The catalyst is CS(C)=O. The product is [C:23]1([C:19]2[CH:18]=[C:17]([C:10]3[N:9]=[C:8]([NH:29][C:30]4[CH:31]=[C:32]5[C:36](=[CH:37][CH:38]=4)[NH:35][N:34]=[CH:33]5)[C:7]4[C:12](=[CH:13][C:14]([O:15][CH3:16])=[C:5]([O:4][CH2:3][CH2:2][N:46]5[CH2:51][CH2:50][O:49][CH2:48][CH2:47]5)[CH:6]=4)[N:11]=3)[CH:22]=[CH:21][CH:20]=2)[CH:28]=[CH:27][CH:26]=[CH:25][CH:24]=1. The yield is 0.500. (5) The reactants are [H-].[Na+].[CH2:3]([O:5][C:6](=[O:12])[CH:7]([CH3:11])[C:8]([CH3:10])=[O:9])[CH3:4].Br[CH2:14][CH2:15][CH2:16][CH2:17][CH2:18][O:19][C:20](=[O:22])[CH3:21]. The yield is 0.450. The product is [C:8]([C:7]([CH3:11])([CH2:14][CH2:15][CH2:16][CH2:17][CH2:18][O:19][C:20](=[O:22])[CH3:21])[C:6]([O:5][CH2:3][CH3:4])=[O:12])(=[O:9])[CH3:10]. The catalyst is C1(C)C=CC=CC=1. (6) The reactants are F[C:2]1[CH:7]=[CH:6][C:5]([N+:8]([O-:10])=[O:9])=[C:4]([F:11])[C:3]=1[CH3:12].[CH2:13]([OH:20])[C:14]1[CH:19]=[CH:18][CH:17]=[CH:16][CH:15]=1.C([O-])([O-])=O.[K+].[K+].O. The catalyst is CN(C=O)C. The product is [CH2:13]([O:20][C:2]1[CH:7]=[CH:6][C:5]([N+:8]([O-:10])=[O:9])=[C:4]([F:11])[C:3]=1[CH3:12])[C:14]1[CH:19]=[CH:18][CH:17]=[CH:16][CH:15]=1. The yield is 0.330. (7) The reactants are [CH3:1][C@@H:2]1[CH2:7][NH:6][CH2:5][CH2:4][NH:3]1.Br[C:9]1[N:14]=[CH:13][CH:12]=[CH:11][N:10]=1. The catalyst is C1(C)C(C)=CC=CC=1. The product is [CH3:1][C@H:2]1[NH:3][CH2:4][CH2:5][N:6]([C:9]2[N:14]=[CH:13][CH:12]=[CH:11][N:10]=2)[CH2:7]1. The yield is 0.340.